From a dataset of Catalyst prediction with 721,799 reactions and 888 catalyst types from USPTO. Predict which catalyst facilitates the given reaction. (1) Reactant: [CH2:1]([C:3]1[C:12]2[C:7](=[CH:8][C:9]([O:22][CH3:23])=[C:10](/[C:13](/[CH3:21])=[C:14](/[F:20])\[C:15](OCC)=[O:16])[CH:11]=2)[O:6][C:5]([CH3:25])([CH3:24])[CH:4]=1)[CH3:2].[H-].C([Al+]CC(C)C)C(C)C. Product: [CH2:1]([C:3]1[C:12]2[C:7](=[CH:8][C:9]([O:22][CH3:23])=[C:10](/[C:13](/[CH3:21])=[C:14](/[F:20])\[CH2:15][OH:16])[CH:11]=2)[O:6][C:5]([CH3:24])([CH3:25])[CH:4]=1)[CH3:2]. The catalyst class is: 1. (2) Reactant: [F:1][C:2]([F:13])([F:12])[C:3]1[N:8]=[C:7]([C:9]([NH2:11])=O)[CH:6]=[N:5][CH:4]=1. Product: [F:13][C:2]([F:1])([F:12])[C:3]1[N:8]=[C:7]([C:9]#[N:11])[CH:6]=[N:5][CH:4]=1. The catalyst class is: 265. (3) Reactant: [NH2:1][C:2]([C:4]1[CH:5]=[N:6][C:7]2[C:12]([C:13]=1[NH:14][C:15]1[CH:16]=[C:17]([CH:22]=[C:23]([NH:25][S:26]([C:29]([F:32])([F:31])[F:30])(=[O:28])=[O:27])[CH:24]=1)[C:18]([O:20]C)=[O:19])=[CH:11][CH:10]=[C:9]([C:33]1[C:34]([O:41][CH3:42])=[N:35][C:36]([O:39][CH3:40])=[N:37][CH:38]=1)[CH:8]=2)=[O:3].[OH-].[Na+]. Product: [NH2:1][C:2]([C:4]1[CH:5]=[N:6][C:7]2[C:12]([C:13]=1[NH:14][C:15]1[CH:16]=[C:17]([CH:22]=[C:23]([NH:25][S:26]([C:29]([F:32])([F:30])[F:31])(=[O:28])=[O:27])[CH:24]=1)[C:18]([OH:20])=[O:19])=[CH:11][CH:10]=[C:9]([C:33]1[C:34]([O:41][CH3:42])=[N:35][C:36]([O:39][CH3:40])=[N:37][CH:38]=1)[CH:8]=2)=[O:3]. The catalyst class is: 5. (4) Reactant: [F:1][C:2]1[CH:11]=[C:10]([CH2:12][N:13]2[CH2:19][C:18]3[CH:20]=[C:21]([O:24][CH3:25])[N:22]=[CH:23][C:17]=3[S:16][CH2:15][CH2:14]2)[CH:9]=[CH:8][C:3]=1[C:4]([O:6]C)=[O:5].[OH-].[Li+].CO.C1COCC1. Product: [F:1][C:2]1[CH:11]=[C:10]([CH2:12][N:13]2[CH2:19][C:18]3[CH:20]=[C:21]([O:24][CH3:25])[N:22]=[CH:23][C:17]=3[S:16][CH2:15][CH2:14]2)[CH:9]=[CH:8][C:3]=1[C:4]([OH:6])=[O:5]. The catalyst class is: 6. (5) Reactant: Cl.Cl.[CH3:3][NH:4][NH:5][CH3:6].C(=O)([O-])[O-].[K+].[K+].[Br:13][C:14]1[CH:18]=[C:17]([C:19]2[O:24][C:23](=[O:25])[C:22]3[CH:26]=[C:27]([N+:31]([O-:33])=[O:32])[CH:28]=[C:29]([CH3:30])[C:21]=3[N:20]=2)[N:16]([C:34]2[C:39]([Cl:40])=[CH:38][CH:37]=[CH:36][N:35]=2)[N:15]=1. Product: [Br:13][C:14]1[CH:18]=[C:17]([C:19]([NH:20][C:21]2[C:29]([CH3:30])=[CH:28][C:27]([N+:31]([O-:33])=[O:32])=[CH:26][C:22]=2[C:23]([N:4]([CH3:3])[NH:5][CH3:6])=[O:25])=[O:24])[N:16]([C:34]2[C:39]([Cl:40])=[CH:38][CH:37]=[CH:36][N:35]=2)[N:15]=1. The catalyst class is: 145. (6) Reactant: [F:1][C:2]1[CH:3]=[CH:4][C:5]([C:8]2[CH:12]=[CH:11][NH:10][N:9]=2)=[N:6][CH:7]=1.C([O-])([O-])=O.[Cs+].[Cs+].CS(O[CH2:24][C@@H:25]([NH:27][C:28]([O:30][C:31]([CH3:34])([CH3:33])[CH3:32])=[O:29])[CH3:26])(=O)=O.O. Product: [F:1][C:2]1[CH:3]=[CH:4][C:5]([C:8]2[CH:12]=[CH:11][N:10]([CH2:26][C@@H:25]([NH:27][C:28](=[O:29])[O:30][C:31]([CH3:32])([CH3:34])[CH3:33])[CH3:24])[N:9]=2)=[N:6][CH:7]=1. The catalyst class is: 3.